From a dataset of Forward reaction prediction with 1.9M reactions from USPTO patents (1976-2016). Predict the product of the given reaction. (1) Given the reactants [Cl:1][C:2]1[CH:7]=[CH:6][C:5]([C:8]2[CH:13]=[C:12]([CH3:14])[N:11]=[C:10]([N:15]3[CH:19]=[C:18]([Sn](CCCC)(CCCC)CCCC)[N:17]=[CH:16]3)[N:9]=2)=[CH:4][CH:3]=1.[C:33]([NH:37][S:38]([C:41]1[S:45][C:44](Cl)=[N:43][CH:42]=1)(=[O:40])=[O:39])([CH3:36])([CH3:35])[CH3:34].[F-].[K+].O, predict the reaction product. The product is: [C:33]([NH:37][S:38]([C:41]1[S:45][C:44]([C:18]2[N:17]=[CH:16][N:15]([C:10]3[N:9]=[C:8]([C:5]4[CH:4]=[CH:3][C:2]([Cl:1])=[CH:7][CH:6]=4)[CH:13]=[C:12]([CH3:14])[N:11]=3)[CH:19]=2)=[N:43][CH:42]=1)(=[O:39])=[O:40])([CH3:36])([CH3:34])[CH3:35]. (2) Given the reactants [N:1]1[C:14]2[C:5](=[CH:6][CH:7]=[C:8]3[C:13]=2[N:12]=[CH:11][CH:10]=[CH:9]3)C=C[CH:2]=1.N1C2C=CC=CC=2NC=1.[Br:24][C:25]1C=CC(I)=[CH:27][CH:26]=1.C(=O)([O-])[O-].[Cs+].[Cs+], predict the reaction product. The product is: [Br:24][C:25]1[CH:9]=[CH:10][C:11]([N:12]2[C:13]3[CH:8]=[CH:7][CH:6]=[CH:5][C:14]=3[N:1]=[CH:2]2)=[CH:27][CH:26]=1. (3) Given the reactants C1(N2[CH2:14][CH2:13][CH:12]([N:15]3[C:19]4[CH:20]=[CH:21][CH:22]=[CH:23][C:18]=4[NH:17][C:16]3=[N:24][C:25]#[N:26])CC2)CCCCCCC1.[H-].[Na+].Br[CH2:30][C:31]([NH2:33])=[O:32].O.[CH2:35]1[CH2:39]O[CH2:37][CH2:36]1, predict the reaction product. The product is: [C:25]([N:24]=[C:16]1[N:17]([CH2:30][C:31]([NH2:33])=[O:32])[C:18]2[CH:23]=[CH:22][CH:21]=[CH:20][C:19]=2[N:15]1[CH:12]1[CH2:13][CH2:14][CH2:13][CH2:12][N:15]1[CH:35]1[CH2:39][CH2:20][CH2:19][CH2:18][CH2:23][CH2:37][CH2:36]1)#[N:26]. (4) Given the reactants [C:1]([NH:4][NH:5][C:6]([C:8]1[N:9]=[CH:10][N:11]2[C:16]3[CH:17]=[CH:18][CH:19]=[C:20]([CH2:21][CH2:22][N:23]4[CH2:28][CH2:27][N:26]([C:29]5[CH:38]=[CH:37][CH:36]=[C:35]6[C:30]=5[CH:31]=[CH:32][C:33]([CH3:39])=[N:34]6)[CH2:25][CH2:24]4)[C:15]=3[O:14][CH2:13][C:12]=12)=[O:7])(=O)[CH3:2].N1C=CC=CC=1.S(OS(C(F)(F)F)(=O)=O)(C(F)(F)F)(=O)=O.C([O-])(O)=O.[Na+].C(Cl)[Cl:67], predict the reaction product. The product is: [ClH:67].[ClH:67].[CH3:2][C:1]1[O:7][C:6]([C:8]2[N:9]=[CH:10][N:11]3[C:16]4[CH:17]=[CH:18][CH:19]=[C:20]([CH2:21][CH2:22][N:23]5[CH2:24][CH2:25][N:26]([C:29]6[CH:38]=[CH:37][CH:36]=[C:35]7[C:30]=6[CH:31]=[CH:32][C:33]([CH3:39])=[N:34]7)[CH2:27][CH2:28]5)[C:15]=4[O:14][CH2:13][C:12]=23)=[N:5][N:4]=1. (5) Given the reactants C1(C[O:8][C:9]2[C:19]3[O:18][CH2:17][CH2:16][N:15]([C:20]([O:22][C:23]([CH3:26])([CH3:25])[CH3:24])=[O:21])[CH2:14][C:13]=3[CH:12]=[CH:11][CH:10]=2)C=CC=CC=1, predict the reaction product. The product is: [OH:8][C:9]1[C:19]2[O:18][CH2:17][CH2:16][N:15]([C:20]([O:22][C:23]([CH3:26])([CH3:25])[CH3:24])=[O:21])[CH2:14][C:13]=2[CH:12]=[CH:11][CH:10]=1. (6) The product is: [F:12][C:13]1[C:19]([F:20])=[CH:18][CH:17]=[CH:16][C:14]=1[NH:15][C:2]1[N:3]=[C:4]([OH:21])[CH:5]=[CH:6][C:7]=1[N+:8]([O-:10])=[O:9]. Given the reactants Cl[C:2]1[C:7]([N+:8]([O-:10])=[O:9])=[CH:6][CH:5]=[C:4](Cl)[N:3]=1.[F:12][C:13]1[C:19]([F:20])=[CH:18][CH:17]=[CH:16][C:14]=1[NH2:15].[OH-:21].[K+].Cl, predict the reaction product.